Predict the reactants needed to synthesize the given product. From a dataset of Full USPTO retrosynthesis dataset with 1.9M reactions from patents (1976-2016). (1) Given the product [C:11]([O:15][C:16]([N:18]1[CH2:23][CH2:22][CH2:21][CH:20]([CH:24]([NH2:37])[CH2:27][C:28]2[CH:33]=[CH:32][CH:31]=[C:30]([Cl:34])[CH:29]=2)[CH2:19]1)=[O:17])([CH3:14])([CH3:13])[CH3:12], predict the reactants needed to synthesize it. The reactants are: C[Si](C)(C)[N-][Si](C)(C)C.[Li+].[C:11]([O:15][C:16]([N:18]1[CH2:23][CH2:22][CH2:21][CH:20]([CH:24]=O)[CH2:19]1)=[O:17])([CH3:14])([CH3:13])[CH3:12].Br[CH2:27][C:28]1[CH:33]=[CH:32][CH:31]=[C:30]([Cl:34])[CH:29]=1.[Li].[Cl-].[NH4+:37]. (2) Given the product [CH:13]([C:10]1[CH:11]=[CH:12][C:7]([N:6]2[C:4](=[O:5])[C:3]3[C:2](=[CH:20][CH:19]=[CH:18][CH:17]=3)[N:1]=[C:33]2[C:32]2[CH:31]=[N:30][C:29]([CH2:28][OH:27])=[CH:36][CH:35]=2)=[CH:8][CH:9]=1)([CH2:15][CH3:16])[CH3:14], predict the reactants needed to synthesize it. The reactants are: [NH2:1][C:2]1[CH:20]=[CH:19][CH:18]=[CH:17][C:3]=1[C:4]([NH:6][C:7]1[CH:12]=[CH:11][C:10]([CH:13]([CH2:15][CH3:16])[CH3:14])=[CH:9][CH:8]=1)=[O:5].O1CCCCC1[O:27][CH2:28][C:29]1[CH:36]=[CH:35][C:32]([CH:33]=O)=[CH:31][N:30]=1. (3) Given the product [CH2:1]([N:8]1[CH2:13][CH2:12][CH:11]([NH:24][CH3:23])[CH2:10][CH2:9]1)[C:2]1[CH:7]=[CH:6][CH:5]=[CH:4][CH:3]=1, predict the reactants needed to synthesize it. The reactants are: [CH2:1]([N:8]1[CH2:13][CH2:12][C:11](=O)[CH2:10][CH2:9]1)[C:2]1[CH:7]=[CH:6][CH:5]=[CH:4][CH:3]=1.CC(O)=O.CN.Cl.[BH3-][C:23]#[N:24].[Na+]. (4) Given the product [CH:32]([NH:8][CH2:9][CH2:10][N:11]([CH2:29][C:30]#[CH:31])[S:12]([C:15]1[CH:24]=[CH:23][C:22]2[NH:21][C:20](=[O:25])[C:19]3[NH:26][CH:27]=[CH:28][C:18]=3[C:17]=2[CH:16]=1)(=[O:14])=[O:13])([CH3:34])[CH3:33].[ClH:41].[CH2:35]([C:38]([OH:40])=[O:39])[CH2:36][CH3:37], predict the reactants needed to synthesize it. The reactants are: C(OC([N:8]([CH:32]([CH3:34])[CH3:33])[CH2:9][CH2:10][N:11]([CH2:29][C:30]#[CH:31])[S:12]([C:15]1[CH:24]=[CH:23][C:22]2[NH:21][C:20](=[O:25])[C:19]3[NH:26][CH:27]=[CH:28][C:18]=3[C:17]=2[CH:16]=1)(=[O:14])=[O:13])=O)(C)(C)C.[CH2:35]([C:38]([O-:40])=[O:39])[CH2:36][CH3:37].[ClH:41]. (5) The reactants are: Cl.[Cl:2][C:3]1[CH:4]=[C:5]([O:23][CH2:24][C:25]2[C:30]([F:31])=[CH:29][CH:28]=[CH:27][C:26]=2[F:32])[C:6]2[N:7]([C:9]([C:13]([NH:15][C@H:16]([CH2:19][CH2:20][CH2:21][CH3:22])[CH2:17]Cl)=[O:14])=[C:10]([CH3:12])[N:11]=2)[CH:8]=1.[N-]=[N+]=[N-].[Na+].O. Given the product [CH2:19]([C@@H:16]1[CH2:17][O:14][C:13]([C:9]2[N:7]3[CH:8]=[C:3]([Cl:2])[CH:4]=[C:5]([O:23][CH2:24][C:25]4[C:26]([F:32])=[CH:27][CH:28]=[CH:29][C:30]=4[F:31])[C:6]3=[N:11][C:10]=2[CH3:12])=[N:15]1)[CH2:20][CH2:21][CH3:22], predict the reactants needed to synthesize it. (6) Given the product [CH2:1]([N:8]1[CH2:13][CH2:12][O:11][CH:10]([C:14]([C:25]2[CH:30]=[CH:29][CH:28]=[CH:27][CH:26]=2)([OH:24])[CH2:15][C:16]2[C:21]([Cl:31])=[CH:20][CH:19]=[CH:18][C:17]=2[Cl:23])[CH2:9]1)[C:2]1[CH:7]=[CH:6][CH:5]=[CH:4][CH:3]=1, predict the reactants needed to synthesize it. The reactants are: [CH2:1]([N:8]1[CH2:13][CH2:12][O:11][CH:10]([C:14]([C:25]2[CH:30]=[CH:29][CH:28]=[CH:27][CH:26]=2)([OH:24])[CH2:15][C:16]2[C:21](F)=[CH:20][CH:19]=[CH:18][C:17]=2[Cl:23])[CH2:9]1)[C:2]1[CH:7]=[CH:6][CH:5]=[CH:4][CH:3]=1.[Cl:31]C1C=CC=C(Cl)C=1C[Mg]Cl. (7) Given the product [Cl:1][C:2]1[CH:9]=[C:8]([S:11][CH2:12][CH2:13][OH:14])[CH:7]=[CH:6][C:3]=1[C:4]#[N:5], predict the reactants needed to synthesize it. The reactants are: [Cl:1][C:2]1[CH:9]=[C:8](F)[CH:7]=[CH:6][C:3]=1[C:4]#[N:5].[SH:11][CH2:12][CH2:13][OH:14]. (8) The reactants are: [N:1]1[CH:6]=[CH:5][CH:4]=[CH:3][C:2]=1/[CH:7]=[N:8]/[OH:9].[Cl:10]NC(=O)CCC(N)=O. Given the product [OH:9]/[N:8]=[C:7](\[Cl:10])/[C:2]1[CH:3]=[CH:4][CH:5]=[CH:6][N:1]=1, predict the reactants needed to synthesize it.